From a dataset of Forward reaction prediction with 1.9M reactions from USPTO patents (1976-2016). Predict the product of the given reaction. Given the reactants BrC1C=CC(OC2C=CC=CC=2)=C(C)C=1.[O:16]([C:23]1[CH:30]=[CH:29][C:28]([B:31]2[O:35][C:34]([CH3:37])([CH3:36])[C:33]([CH3:39])([CH3:38])[O:32]2)=[CH:27][C:24]=1[C:25]#N)[C:17]1[CH:22]=[CH:21][CH:20]=[CH:19][CH:18]=1, predict the reaction product. The product is: [C:17]1([O:16][C:23]2[CH:30]=[CH:29][C:28]([B:31]3[O:35][C:34]([CH3:36])([CH3:37])[C:33]([CH3:39])([CH3:38])[O:32]3)=[CH:27][C:24]=2[CH3:25])[CH:18]=[CH:19][CH:20]=[CH:21][CH:22]=1.